From a dataset of Forward reaction prediction with 1.9M reactions from USPTO patents (1976-2016). Predict the product of the given reaction. (1) Given the reactants C([N:8]1[CH2:13][CH2:12][CH2:11][C:10]2([N:17]3[C:18](=[O:29])[C:19]([NH:22][C:23]4[CH:28]=[CH:27][N:26]=[CH:25][N:24]=4)=[CH:20][CH:21]=[C:16]3[C:15](=[O:30])[NH:14]2)[CH2:9]1)C1C=CC=CC=1, predict the reaction product. The product is: [N:26]1[CH:27]=[CH:28][C:23]([NH:22][C:19]2[C:18](=[O:29])[N:17]3[C:10]4([NH:14][C:15](=[O:30])[C:16]3=[CH:21][CH:20]=2)[CH2:11][CH2:12][CH2:13][NH:8][CH2:9]4)=[N:24][CH:25]=1. (2) Given the reactants [CH3:1][C:2]([C:4]1[CH:9]=[CH:8][C:7]([Br:10])=[CH:6][CH:5]=1)=O.[C:11]1([Li])[CH:16]=[CH:15][CH:14]=[CH:13][CH:12]=1, predict the reaction product. The product is: [Br:10][C:7]1[CH:8]=[CH:9][C:4]([C:2]([C:11]2[CH:16]=[CH:15][CH:14]=[CH:13][CH:12]=2)=[CH2:1])=[CH:5][CH:6]=1.